This data is from Full USPTO retrosynthesis dataset with 1.9M reactions from patents (1976-2016). The task is: Predict the reactants needed to synthesize the given product. (1) Given the product [CH:24]1([C:27]2[CH:28]=[C:29]([CH3:39])[C:30]([N:33]3[CH2:34][CH2:35][N:36]([C:11]([C:10]4[CH:15]=[CH:16][C:7]([N:3]5[CH2:4][CH2:5][CH2:6][S:2]5(=[O:1])=[O:23])=[CH:8][C:9]=4[N:17]4[CH2:21][CH2:20][CH2:19][C:18]4=[O:22])=[O:12])[CH2:37][CH2:38]3)=[N:31][CH:32]=2)[CH2:26][CH2:25]1, predict the reactants needed to synthesize it. The reactants are: [O:1]=[S:2]1(=[O:23])[CH2:6][CH2:5][CH2:4][N:3]1[C:7]1[CH:16]=[CH:15][C:10]([C:11](OC)=[O:12])=[C:9]([N:17]2[CH2:21][CH2:20][CH2:19][C:18]2=[O:22])[CH:8]=1.[CH:24]1([C:27]2[CH:28]=[C:29]([CH3:39])[C:30]([N:33]3[CH2:38][CH2:37][NH:36][CH2:35][CH2:34]3)=[N:31][CH:32]=2)[CH2:26][CH2:25]1. (2) Given the product [F:1][C:2]1[CH:23]=[CH:22][CH:21]=[C:20]([F:24])[C:3]=1[CH2:4][N:5]1[C:10]([CH3:11])=[C:9]([C:12]([O:14][CH2:15][CH3:16])=[O:13])[C:8](=[O:17])[C:7]([C:27]2[CH:28]=[CH:29][CH:30]=[C:31]([O:32][CH3:33])[C:26]=2[F:25])=[C:6]1[CH3:19], predict the reactants needed to synthesize it. The reactants are: [F:1][C:2]1[CH:23]=[CH:22][CH:21]=[C:20]([F:24])[C:3]=1[CH2:4][N:5]1[C:10]([CH3:11])=[C:9]([C:12]([O:14][CH2:15][CH3:16])=[O:13])[C:8](=[O:17])[C:7](Br)=[C:6]1[CH3:19].[F:25][C:26]1[C:31]([O:32][CH3:33])=[CH:30][CH:29]=[CH:28][C:27]=1B(O)O.[OH-].[Ba+2].[OH-]. (3) Given the product [O:10]1[C:6]2[CH:5]=[CH:4][C:3]([OH:2])=[CH:11][C:7]=2[CH:8]=[CH:9]1, predict the reactants needed to synthesize it. The reactants are: C[O:2][C:3]1[CH:4]=[CH:5][C:6]2[O:10][CH:9]=[CH:8][C:7]=2[CH:11]=1.B(Br)(Br)Br.N.CO. (4) Given the product [Si:23]([O:22][CH2:21][CH2:20][O:12][C:7]1[CH:8]=[C:9]2[C:4](=[CH:5][CH:6]=1)[N:3]=[C:2]([Cl:1])[CH:11]=[N:10]2)([C:26]([CH3:29])([CH3:28])[CH3:27])([CH3:25])[CH3:24], predict the reactants needed to synthesize it. The reactants are: [Cl:1][C:2]1[CH:11]=[N:10][C:9]2[C:4](=[CH:5][CH:6]=[C:7]([OH:12])[CH:8]=2)[N:3]=1.C(=O)([O-])[O-].[K+].[K+].Br[CH2:20][CH2:21][O:22][Si:23]([C:26]([CH3:29])([CH3:28])[CH3:27])([CH3:25])[CH3:24]. (5) Given the product [F:30][C:31]1[CH:38]=[C:37]([F:39])[CH:36]=[CH:35][C:32]=1[CH2:33][N:14]1[C:15](=[O:18])[CH:16]=[CH:17][C:12]([CH2:11][C:10]2[C:9]3[C:4](=[CH:5][CH:6]=[CH:7][CH:8]=3)[N:3]([CH2:19][C:20]([O:22][CH3:23])=[O:21])[C:2]=2[CH3:1])=[CH:13]1, predict the reactants needed to synthesize it. The reactants are: [CH3:1][C:2]1[N:3]([CH2:19][C:20]([O:22][CH3:23])=[O:21])[C:4]2[C:9]([C:10]=1[CH2:11][C:12]1[CH:17]=[CH:16][C:15](=[O:18])[NH:14][CH:13]=1)=[CH:8][CH:7]=[CH:6][CH:5]=2.C(=O)([O-])[O-].[K+].[K+].[F:30][C:31]1[CH:38]=[C:37]([F:39])[CH:36]=[CH:35][C:32]=1[CH2:33]Br.